From a dataset of NCI-60 drug combinations with 297,098 pairs across 59 cell lines. Regression. Given two drug SMILES strings and cell line genomic features, predict the synergy score measuring deviation from expected non-interaction effect. (1) Drug 1: CN1CCC(CC1)COC2=C(C=C3C(=C2)N=CN=C3NC4=C(C=C(C=C4)Br)F)OC. Drug 2: CC=C1C(=O)NC(C(=O)OC2CC(=O)NC(C(=O)NC(CSSCCC=C2)C(=O)N1)C(C)C)C(C)C. Cell line: DU-145. Synergy scores: CSS=26.3, Synergy_ZIP=-5.53, Synergy_Bliss=-5.25, Synergy_Loewe=-29.1, Synergy_HSA=-4.25. (2) Drug 1: C1CC(=O)NC(=O)C1N2C(=O)C3=CC=CC=C3C2=O. Drug 2: CC1CCCC2(C(O2)CC(NC(=O)CC(C(C(=O)C(C1O)C)(C)C)O)C(=CC3=CSC(=N3)C)C)C. Cell line: BT-549. Synergy scores: CSS=46.9, Synergy_ZIP=2.54, Synergy_Bliss=1.14, Synergy_Loewe=-33.1, Synergy_HSA=-0.439. (3) Drug 2: CCC1(CC2CC(C3=C(CCN(C2)C1)C4=CC=CC=C4N3)(C5=C(C=C6C(=C5)C78CCN9C7C(C=CC9)(C(C(C8N6C)(C(=O)OC)O)OC(=O)C)CC)OC)C(=O)OC)O.OS(=O)(=O)O. Cell line: NCI-H522. Drug 1: C1=CC(=CC=C1CCCC(=O)O)N(CCCl)CCCl. Synergy scores: CSS=32.5, Synergy_ZIP=-10.8, Synergy_Bliss=-11.0, Synergy_Loewe=-9.32, Synergy_HSA=-7.85. (4) Drug 1: CC12CCC3C(C1CCC2O)C(CC4=C3C=CC(=C4)O)CCCCCCCCCS(=O)CCCC(C(F)(F)F)(F)F. Drug 2: N.N.Cl[Pt+2]Cl. Cell line: MDA-MB-435. Synergy scores: CSS=10.5, Synergy_ZIP=-6.93, Synergy_Bliss=-4.75, Synergy_Loewe=-2.12, Synergy_HSA=-2.96. (5) Drug 1: COC1=NC(=NC2=C1N=CN2C3C(C(C(O3)CO)O)O)N. Drug 2: CS(=O)(=O)CCNCC1=CC=C(O1)C2=CC3=C(C=C2)N=CN=C3NC4=CC(=C(C=C4)OCC5=CC(=CC=C5)F)Cl. Cell line: MDA-MB-231. Synergy scores: CSS=-3.32, Synergy_ZIP=0.206, Synergy_Bliss=-4.73, Synergy_Loewe=-7.98, Synergy_HSA=-7.80. (6) Drug 2: C1CCC(CC1)NC(=O)N(CCCl)N=O. Drug 1: CNC(=O)C1=CC=CC=C1SC2=CC3=C(C=C2)C(=NN3)C=CC4=CC=CC=N4. Cell line: NCI-H460. Synergy scores: CSS=19.0, Synergy_ZIP=-2.28, Synergy_Bliss=6.97, Synergy_Loewe=4.73, Synergy_HSA=6.52. (7) Synergy scores: CSS=54.6, Synergy_ZIP=-0.516, Synergy_Bliss=-0.864, Synergy_Loewe=-45.0, Synergy_HSA=0.290. Cell line: NCI/ADR-RES. Drug 2: C1=CC=C(C(=C1)C(C2=CC=C(C=C2)Cl)C(Cl)Cl)Cl. Drug 1: C1=CN(C(=O)N=C1N)C2C(C(C(O2)CO)O)O.Cl.